From a dataset of Forward reaction prediction with 1.9M reactions from USPTO patents (1976-2016). Predict the product of the given reaction. Given the reactants [OH:1][CH2:2][CH2:3][C@H:4]1[C:9]2[CH:10]=[CH:11][C:12]([N:14]3[CH2:18][CH2:17][O:16][C:15]3=O)=[CH:13][C:8]=2[CH2:7][CH2:6][O:5]1.[CH3:20][S:21](Cl)(=[O:23])=[O:22].CS(OCC[C@H]1C2C=CC(C([NH2:44])=O)=CC=2CCO1)(=O)=O, predict the reaction product. The product is: [CH3:20][S:21]([O:1][CH2:2][CH2:3][C@H:4]1[C:9]2[CH:10]=[CH:11][C:12]([N:14]3[CH2:18][CH2:17][NH:44][C:15]3=[O:16])=[CH:13][C:8]=2[CH2:7][CH2:6][O:5]1)(=[O:23])=[O:22].